Dataset: Catalyst prediction with 721,799 reactions and 888 catalyst types from USPTO. Task: Predict which catalyst facilitates the given reaction. (1) Reactant: C([O:5][C:6](=[O:38])[C:7]([S:10][C:11]1[S:12][CH:13]=[C:14]([CH2:16][CH2:17][N:18]([C:26]([C:28]2[NH:29][C:30]3[C:35]([CH:36]=2)=[CH:34][C:33]([Cl:37])=[CH:32][CH:31]=3)=[O:27])[CH2:19][CH2:20][CH2:21][CH2:22][CH2:23][CH2:24][CH3:25])[N:15]=1)([CH3:9])[CH3:8])(C)(C)C.Cl.C(OCC)(=O)C. Product: [Cl:37][C:33]1[CH:34]=[C:35]2[C:30](=[CH:31][CH:32]=1)[NH:29][C:28]([C:26]([N:18]([CH2:19][CH2:20][CH2:21][CH2:22][CH2:23][CH2:24][CH3:25])[CH2:17][CH2:16][C:14]1[N:15]=[C:11]([S:10][C:7]([CH3:8])([CH3:9])[C:6]([OH:38])=[O:5])[S:12][CH:13]=1)=[O:27])=[CH:36]2. The catalyst class is: 106. (2) Product: [F:13][C:6]1[CH:5]=[C:4]([B:1]([OH:2])[OH:3])[CH:12]=[CH:11][C:7]=1[C:8]([N:14]1[CH2:19][CH2:18][O:17][CH2:16][CH2:15]1)=[O:10]. Reactant: [B:1]([C:4]1[CH:12]=[CH:11][C:7]([C:8]([OH:10])=O)=[C:6]([F:13])[CH:5]=1)([OH:3])[OH:2].[NH:14]1[CH2:19][CH2:18][O:17][CH2:16][CH2:15]1.F[P-](F)(F)(F)(F)F.N1(OC(N(C)C)=[N+](C)C)C2N=CC=CC=2N=N1. The catalyst class is: 3. (3) Reactant: Cl.Cl.[N:3]1[C:11]2[CH:10]=[CH:9][N:8]=[CH:7][C:6]=2[O:5][C:4]=1[NH:12][CH:13]1[CH2:18][CH2:17][NH:16][CH2:15][CH2:14]1.C(O[C:22]1[C:27]2[NH:28][C:29](=[O:31])[O:30][C:26]=2[CH:25]=[C:24]([CH:32]=O)[CH:23]=1)C.C([BH3-])#N.[Na+].C(N(C(C)C)C(C)C)C.[CH2:47]([OH:49])[CH3:48]. Product: [CH2:47]([O:49][N:28]1[C:27]2[CH:22]=[CH:23][C:24]([CH2:32][N:16]3[CH2:17][CH2:18][CH:13]([NH:12][C:4]4[O:5][C:6]5[CH:7]=[N:8][CH:9]=[CH:10][C:11]=5[N:3]=4)[CH2:14][CH2:15]3)=[CH:25][C:26]=2[O:30][C:29]1=[O:31])[CH3:48]. The catalyst class is: 15.